Task: Predict the reactants needed to synthesize the given product.. Dataset: Full USPTO retrosynthesis dataset with 1.9M reactions from patents (1976-2016) (1) Given the product [N:14]1([CH2:13][C@H:11]2[O:10][N:9]=[C:8]([C:5]3[N:6]=[CH:7][C:2]([C:26]4[CH:25]=[CH:24][C:23]([N:36]5[CH2:40][C@H:39]([CH2:41][N:42]6[CH:46]=[CH:45][N:44]=[N:43]6)[O:38][C:37]5=[O:47])=[CH:22][C:21]=4[F:20])=[CH:3][CH:4]=3)[CH2:12]2)[CH2:19][CH:18]=[CH:17][CH2:16][CH2:15]1, predict the reactants needed to synthesize it. The reactants are: Br[C:2]1[CH:3]=[CH:4][C:5]([C:8]2[CH2:12][C@@H:11]([CH2:13][N:14]3[CH2:19][CH:18]=[CH:17][CH2:16][CH2:15]3)[O:10][N:9]=2)=[N:6][CH:7]=1.[F:20][C:21]1[CH:22]=[C:23]([N:36]2[CH2:40][C@H:39]([CH2:41][N:42]3[CH:46]=[CH:45][N:44]=[N:43]3)[O:38][C:37]2=[O:47])[CH:24]=[CH:25][C:26]=1B1OC(C)(C)C(C)(C)O1.C(=O)([O-])[O-].[K+].[K+]. (2) The reactants are: [CH2:1]([O:3][C:4](=[O:24])[CH2:5][CH:6]1[O:10][B:9]([OH:11])[C:8]2[CH:12]=[C:13]([O:16][C:17]3[CH:22]=[CH:21][N:20]=[C:19](Cl)[N:18]=3)[CH:14]=[CH:15][C:7]1=2)[CH3:2].[CH2:25]([NH2:32])[C:26]1[CH:31]=[CH:30][CH:29]=[CH:28][CH:27]=1. Given the product [CH2:1]([O:3][C:4](=[O:24])[CH2:5][CH:6]1[O:10][B:9]([OH:11])[C:8]2[CH:12]=[C:13]([O:16][C:17]3[CH:22]=[CH:21][N:20]=[C:19]([NH:32][CH2:25][C:26]4[CH:31]=[CH:30][CH:29]=[CH:28][CH:27]=4)[N:18]=3)[CH:14]=[CH:15][C:7]1=2)[CH3:2], predict the reactants needed to synthesize it. (3) Given the product [O:1]1[C:5]2[CH:6]=[CH:7][CH:8]=[C:9]([CH2:10][N:22]3[CH2:21][CH2:20][N:19]([C:17]([O:16][C:12]([CH3:15])([CH3:14])[CH3:13])=[O:18])[CH2:24][CH2:23]3)[C:4]=2[O:3][CH2:2]1, predict the reactants needed to synthesize it. The reactants are: [O:1]1[C:5]2[CH:6]=[CH:7][CH:8]=[C:9]([CH:10]=O)[C:4]=2[O:3][CH2:2]1.[C:12]([O:16][C:17]([N:19]1[CH2:24][CH2:23][NH:22][CH2:21][CH2:20]1)=[O:18])([CH3:15])([CH3:14])[CH3:13].C([BH3-])#N.[Na+]. (4) The reactants are: [Cl:1][C:2]1[N:6](CC2C=CC(OC)=CC=2)[N:5]=[N:4][C:3]=1[C:16]1[CH:21]=[CH:20][N:19]=[C:18]([C:22]2[N:23]=[CH:24][N:25]([CH3:39])[C:26]=2[C:27]2[CH:32]=[CH:31][C:30]([F:33])=[CH:29][C:28]=2[O:34][CH2:35][CH:36]2[CH2:38][CH2:37]2)[CH:17]=1. Given the product [Cl:1][C:2]1[NH:6][N:5]=[N:4][C:3]=1[C:16]1[CH:21]=[CH:20][N:19]=[C:18]([C:22]2[N:23]=[CH:24][N:25]([CH3:39])[C:26]=2[C:27]2[CH:32]=[CH:31][C:30]([F:33])=[CH:29][C:28]=2[O:34][CH2:35][CH:36]2[CH2:37][CH2:38]2)[CH:17]=1, predict the reactants needed to synthesize it. (5) Given the product [C:1]([C:5]1[CH:10]=[CH:9][C:8]([S:11]([N:14]([C:15]2[CH:20]=[CH:19][C:18]([CH3:21])=[CH:17][CH:16]=2)[CH2:22][C:23]([N:33]([CH2:34][CH2:35][CH2:36][OH:37])[CH2:32][C:27]2[CH:28]=[CH:29][CH:30]=[CH:31][N:26]=2)=[O:25])(=[O:13])=[O:12])=[CH:7][CH:6]=1)([CH3:3])([CH3:4])[CH3:2], predict the reactants needed to synthesize it. The reactants are: [C:1]([C:5]1[CH:10]=[CH:9][C:8]([S:11]([N:14]([CH2:22][C:23]([OH:25])=O)[C:15]2[CH:20]=[CH:19][C:18]([CH3:21])=[CH:17][CH:16]=2)(=[O:13])=[O:12])=[CH:7][CH:6]=1)([CH3:4])([CH3:3])[CH3:2].[N:26]1[CH:31]=[CH:30][CH:29]=[CH:28][C:27]=1[CH2:32][NH:33][CH2:34][CH2:35][CH2:36][OH:37].